Task: Regression. Given two drug SMILES strings and cell line genomic features, predict the synergy score measuring deviation from expected non-interaction effect.. Dataset: NCI-60 drug combinations with 297,098 pairs across 59 cell lines Drug 1: C1=CC(=CC=C1C#N)C(C2=CC=C(C=C2)C#N)N3C=NC=N3. Drug 2: C1CN1P(=S)(N2CC2)N3CC3. Cell line: ACHN. Synergy scores: CSS=29.2, Synergy_ZIP=6.42, Synergy_Bliss=7.37, Synergy_Loewe=2.21, Synergy_HSA=2.91.